From a dataset of Forward reaction prediction with 1.9M reactions from USPTO patents (1976-2016). Predict the product of the given reaction. (1) Given the reactants Br[C:2]1[CH:7]=[CH:6][C:5]([C:8]([N:10]2[CH2:15][CH2:14][N:13]([C:16]3[C:21]([CH3:22])=[CH:20][C:19]([CH2:23][CH3:24])=[CH:18][N:17]=3)[CH2:12][CH2:11]2)=[O:9])=[C:4]([F:25])[CH:3]=1.[CH3:26][C@@H:27]1[CH2:31][O:30][C:29](=[O:32])[NH:28]1, predict the reaction product. The product is: [CH2:23]([C:19]1[CH:20]=[C:21]([CH3:22])[C:16]([N:13]2[CH2:14][CH2:15][N:10]([C:8]([C:5]3[CH:6]=[CH:7][C:2]([N:28]4[C@H:27]([CH3:26])[CH2:31][O:30][C:29]4=[O:32])=[CH:3][C:4]=3[F:25])=[O:9])[CH2:11][CH2:12]2)=[N:17][CH:18]=1)[CH3:24]. (2) Given the reactants [Cl:1][C:2]1[CH:3]=[CH:4][C:5]([O:18][CH2:19][C:20]2[CH:25]=[CH:24][C:23]([Cl:26])=[CH:22][C:21]=2[F:27])=[C:6]([CH2:8][C:9]2[N:14]=[C:13]([C:15](O)=[O:16])[CH:12]=[CH:11][CH:10]=2)[CH:7]=1.[C:28]1([S:34]([NH2:37])(=[O:36])=[O:35])[CH:33]=[CH:32][CH:31]=[CH:30][CH:29]=1.Cl.CN(C)CCCN=C=NCC, predict the reaction product. The product is: [Cl:1][C:2]1[CH:3]=[CH:4][C:5]([O:18][CH2:19][C:20]2[CH:25]=[CH:24][C:23]([Cl:26])=[CH:22][C:21]=2[F:27])=[C:6]([CH2:8][C:9]2[N:14]=[C:13]([C:15]([NH:37][S:34]([C:28]3[CH:33]=[CH:32][CH:31]=[CH:30][CH:29]=3)(=[O:36])=[O:35])=[O:16])[CH:12]=[CH:11][CH:10]=2)[CH:7]=1. (3) The product is: [Cl:8][C:5]1[N:6]=[CH:7][C:2]([NH:1][S:10]([CH3:9])=[O:11])=[CH:3][N:4]=1. Given the reactants [NH2:1][C:2]1[CH:3]=[N:4][C:5]([Cl:8])=[N:6][CH:7]=1.[CH3:9][S:10](Cl)=[O:11], predict the reaction product. (4) Given the reactants [F:1][C:2]1[CH:21]=[CH:20][C:5]([O:6][C:7]2[C:8]([N+:17]([O-])=O)=[C:9]([CH:14]=[CH:15][CH:16]=2)[C:10]([O:12][CH3:13])=[O:11])=[CH:4][CH:3]=1, predict the reaction product. The product is: [NH2:17][C:8]1[C:7]([O:6][C:5]2[CH:20]=[CH:21][C:2]([F:1])=[CH:3][CH:4]=2)=[CH:16][CH:15]=[CH:14][C:9]=1[C:10]([O:12][CH3:13])=[O:11].